Task: Regression. Given a peptide amino acid sequence and an MHC pseudo amino acid sequence, predict their binding affinity value. This is MHC class I binding data.. Dataset: Peptide-MHC class I binding affinity with 185,985 pairs from IEDB/IMGT (1) The peptide sequence is RARSVRARL. The MHC is Patr-B0101 with pseudo-sequence Patr-B0101. The binding affinity (normalized) is 0.367. (2) The peptide sequence is LITCKAFGL. The MHC is HLA-A02:01 with pseudo-sequence HLA-A02:01. The binding affinity (normalized) is 0.335. (3) The peptide sequence is RGFAAPQFSL. The MHC is Mamu-B08 with pseudo-sequence Mamu-B08. The binding affinity (normalized) is 0.297. (4) The peptide sequence is YSPGQRVEFL. The MHC is Patr-B0101 with pseudo-sequence Patr-B0101. The binding affinity (normalized) is 0.0643. (5) The peptide sequence is SPTPGPSNA. The MHC is HLA-B07:02 with pseudo-sequence HLA-B07:02. The binding affinity (normalized) is 0.719. (6) The peptide sequence is MAVEVGSIR. The MHC is HLA-A03:01 with pseudo-sequence HLA-A03:01. The binding affinity (normalized) is 0.